From a dataset of Catalyst prediction with 721,799 reactions and 888 catalyst types from USPTO. Predict which catalyst facilitates the given reaction. Reactant: [O:1]1[C:5]2[CH:6]=[CH:7][C:8]([C:10]3[CH2:11][C@@H:12]4[N:18]([CH:19]=3)[C:17](=[O:20])[C:16]3[CH:21]=[C:22]([O:83][CH3:84])[C:23]([O:25][CH2:26][CH2:27][CH2:28][O:29][C:30]5[C:80]([O:81][CH3:82])=[CH:79][C:33]6[C:34](=[O:78])[N:35]7[CH:41]=[C:40]([C:42]8[CH:47]=[CH:46][C:45]([NH:48][C:49](=[O:77])[C@@H:50]([NH:52][C:53](=[O:76])[C@@H:54]([NH:58]C(=O)OCC9C%10C=CC=CC=%10C%10C9=CC=CC=%10)[CH:55]([CH3:57])[CH3:56])[CH3:51])=[CH:44][CH:43]=8)[CH2:39][C@H:36]7[CH:37]=[N:38][C:32]=6[CH:31]=5)=[CH:24][C:15]=3[N:14]=[CH:13]4)=[CH:9][C:4]=2[O:3][CH2:2]1.N1CCCCC1. Product: [NH2:58][C@@H:54]([CH:55]([CH3:57])[CH3:56])[C:53]([NH:52][C@@H:50]([CH3:51])[C:49]([NH:48][C:45]1[CH:44]=[CH:43][C:42]([C:40]2[CH2:39][C@@H:36]3[N:35]([CH:41]=2)[C:34](=[O:78])[C:33]2[CH:79]=[C:80]([O:81][CH3:82])[C:30]([O:29][CH2:28][CH2:27][CH2:26][O:25][C:23]4[C:22]([O:83][CH3:84])=[CH:21][C:16]5[C:17](=[O:20])[N:18]6[CH:19]=[C:10]([C:8]7[CH:7]=[CH:6][C:5]8[O:1][CH2:2][O:3][C:4]=8[CH:9]=7)[CH2:11][C@H:12]6[CH:13]=[N:14][C:15]=5[CH:24]=4)=[CH:31][C:32]=2[N:38]=[CH:37]3)=[CH:47][CH:46]=1)=[O:77])=[O:76]. The catalyst class is: 3.